This data is from Full USPTO retrosynthesis dataset with 1.9M reactions from patents (1976-2016). The task is: Predict the reactants needed to synthesize the given product. (1) Given the product [I:25][C:6]1[CH:5]=[C:4]([CH:1]([CH3:3])[CH3:2])[NH:8][N:7]=1, predict the reactants needed to synthesize it. The reactants are: [CH:1]([C:4]1[NH:8][N:7]=[C:6](N)[CH:5]=1)([CH3:3])[CH3:2].CC1C=CC(S(O)(=O)=O)=CC=1.N([O-])=O.[Na+].[I-:25].[Na+]. (2) Given the product [NH2:11][C:10]1[C:8]2[C:9](=[CH:2][C:3]([C:4]#[N:5])=[CH:6][CH:7]=2)[NH:20][N:19]=1, predict the reactants needed to synthesize it. The reactants are: F[C:2]1[CH:9]=[C:8]([C:10]#[N:11])[CH:7]=[CH:6][C:3]=1[C:4]#[N:5].CCN(CC)CC.[NH2:19][NH2:20]. (3) Given the product [CH3:1][O:2][C:3]1[CH:8]=[CH:7][C:6]([C:15]2[S:16][CH:17]=[CH:13][N:14]=2)=[CH:5][CH:4]=1, predict the reactants needed to synthesize it. The reactants are: [CH3:1][O:2][C:3]1[CH:8]=[CH:7][C:6](B(O)O)=[CH:5][CH:4]=1.Br[C:13]1[N:14]=[CH:15][S:16][CH:17]=1.C(=O)([O-])[O-].[Cs+].[Cs+].O1CCOCC1. (4) Given the product [S:1]1[C:5]2[CH:6]=[CH:7][CH:8]=[CH:9][C:4]=2[N:3]=[C:2]1[N:10]1[C:15](=[O:14])[CH:16]=[C:17]([C:19]2[CH:24]=[CH:23][CH:22]=[C:21]([C:25]([CH3:28])([CH3:27])[CH3:26])[CH:20]=2)[NH:11]1, predict the reactants needed to synthesize it. The reactants are: [S:1]1[C:5]2[CH:6]=[CH:7][CH:8]=[CH:9][C:4]=2[N:3]=[C:2]1[NH:10][NH2:11].C([O:14][C:15](=O)[CH2:16][C:17]([C:19]1[CH:24]=[CH:23][CH:22]=[C:21]([C:25]([CH3:28])([CH3:27])[CH3:26])[CH:20]=1)=O)C. (5) Given the product [CH:22]([O:25][C:26](=[O:30])[C@@H:27]([NH:28][P:16]([O:1][C:2]1[C:10]2[O:9][CH:8]=[C:7]([CH2:11][C:12]([O:14][CH3:15])=[O:13])[C:6]=2[CH:5]=[CH:4][CH:3]=1)([O:51][CH2:50][C@@H:47]1[C@@H:48]([OH:49])[C@:44]([F:43])([CH3:60])[C@H:45]([N:52]2[CH:59]=[CH:58][C:56](=[O:57])[NH:55][C:53]2=[O:54])[O:46]1)=[O:17])[CH3:29])([CH3:24])[CH3:23], predict the reactants needed to synthesize it. The reactants are: [OH:1][C:2]1[C:10]2[O:9][CH:8]=[C:7]([CH2:11][C:12]([O:14][CH3:15])=[O:13])[C:6]=2[CH:5]=[CH:4][CH:3]=1.[P:16](Cl)(Cl)(Cl)=[O:17].Cl.[CH:22]([O:25][C:26](=[O:30])[C@H:27]([CH3:29])[NH2:28])([CH3:24])[CH3:23].FC1C(O)=C(F)C(F)=C(F)C=1F.[F:43][C@:44]1([CH3:60])[C@H:48]([OH:49])[C@@H:47]([CH2:50][OH:51])[O:46][C@H:45]1[N:52]1[CH:59]=[CH:58][C:56](=[O:57])[NH:55][C:53]1=[O:54]. (6) Given the product [CH3:7][O:6][CH2:5][CH:4]([N:8]1[C:17]2[C:12](=[CH:13][C:14]([I:18])=[CH:15][CH:16]=2)[C:11](=[O:19])[C:10]([C:20]([N:26]2[CH2:27][CH2:28][N:23]([C:29]([O:31][C:32]([CH3:35])([CH3:34])[CH3:33])=[O:30])[CH2:24][CH2:25]2)=[O:21])=[CH:9]1)[CH2:3][O:2][CH3:1], predict the reactants needed to synthesize it. The reactants are: [CH3:1][O:2][CH2:3][CH:4]([N:8]1[C:17]2[C:12](=[CH:13][C:14]([I:18])=[CH:15][CH:16]=2)[C:11](=[O:19])[C:10]([C:20](O)=[O:21])=[CH:9]1)[CH2:5][O:6][CH3:7].[N:23]1([C:29]([O:31][C:32]([CH3:35])([CH3:34])[CH3:33])=[O:30])[CH2:28][CH2:27][NH:26][CH2:25][CH2:24]1.OC1C2N=NNC=2C=CC=1.CN1CCOCC1.Cl.C(N=C=NCCCN(C)C)C.